This data is from Reaction yield outcomes from USPTO patents with 853,638 reactions. The task is: Predict the reaction yield, written as a fraction of the theoretical maximum amount of product (1.0 means a 100% yield; for example, 0.34 means a 34% yield). (1) The catalyst is C1(C)C=CC=CC=1. The yield is 0.800. The product is [CH2:1]([O:3][C:4](=[O:20])[CH:5]([N:7]1[C:12]2[CH:13]=[C:14]([Br:18])[C:15]([F:17])=[CH:16][C:11]=2[O:10][CH2:9][C:8]1=[S:30])[CH3:6])[CH3:2]. The reactants are [CH2:1]([O:3][C:4](=[O:20])[CH:5]([N:7]1[C:12]2[CH:13]=[C:14]([Br:18])[C:15]([F:17])=[CH:16][C:11]=2[O:10][CH2:9][C:8]1=O)[CH3:6])[CH3:2].COC1C=CC(P2(SP(C3C=CC(OC)=CC=3)(=S)S2)=[S:30])=CC=1. (2) The reactants are [N+:1]([C:4]1[CH:5]=[C:6]2[C:10](=[CH:11][CH:12]=1)[NH:9][CH:8]=[C:7]2[C:13]1[CH2:22][CH2:21][C:16]2(OCC[O:17]2)[CH2:15][CH:14]=1)([O-:3])=[O:2].Cl. The catalyst is CC(C)=O. The product is [N+:1]([C:4]1[CH:5]=[C:6]2[C:10](=[CH:11][CH:12]=1)[NH:9][CH:8]=[C:7]2[C:13]1[CH2:22][CH2:21][C:16](=[O:17])[CH2:15][CH:14]=1)([O-:3])=[O:2]. The yield is 0.880. (3) The reactants are [CH2:1]([O:8][C@:9]1([CH2:33]O)[C@@H:13]([CH2:14][O:15][CH2:16][C:17]2[CH:22]=[CH:21][CH:20]=[CH:19][CH:18]=2)[O:12][C@@H:11]([N:23]2[CH:31]=[C:29]([CH3:30])[C:27](=[O:28])[NH:26][C:24]2=[O:25])[C@H:10]1[OH:32])[C:2]1[CH:7]=[CH:6][CH:5]=[CH:4][CH:3]=1.CS(Cl)(=O)=O.O.[H-].[Na+]. The catalyst is N1C=CC=CC=1.CN(C=O)C. The product is [CH2:1]([O:8][C@@:9]12[CH2:33][O:32][C@@H:10]1[C@H:11]([N:23]1[CH:31]=[C:29]([CH3:30])[C:27](=[O:28])[NH:26][C:24]1=[O:25])[O:12][C@@H:13]2[CH2:14][O:15][CH2:16][C:17]1[CH:22]=[CH:21][CH:20]=[CH:19][CH:18]=1)[C:2]1[CH:7]=[CH:6][CH:5]=[CH:4][CH:3]=1. The yield is 0.930.